This data is from Peptide-MHC class II binding affinity with 134,281 pairs from IEDB. The task is: Regression. Given a peptide amino acid sequence and an MHC pseudo amino acid sequence, predict their binding affinity value. This is MHC class II binding data. (1) The MHC is DRB3_0202 with pseudo-sequence DRB3_0202. The binding affinity (normalized) is 0.173. The peptide sequence is YTVALFLAVALVAGP. (2) The peptide sequence is SCRDQSEAQLALTII. The MHC is HLA-DQA10201-DQB10301 with pseudo-sequence HLA-DQA10201-DQB10301. The binding affinity (normalized) is 0.578.